This data is from Forward reaction prediction with 1.9M reactions from USPTO patents (1976-2016). The task is: Predict the product of the given reaction. (1) Given the reactants [Cl:1][C:2]1[CH:3]=[C:4]2[C:9](=[CH:10][C:11]=1[C:12]([N:14]1[CH2:18][CH2:17][CH2:16][CH2:15]1)=[O:13])[N:8]=[CH:7][N:6]=[C:5]2[NH:19][CH:20]([C:26]1[N:30](C(OC(C)(C)C)=O)[C:29]2[CH:38]=[CH:39][C:40]([Cl:42])=[CH:41][C:28]=2[N:27]=1)[CH2:21][CH2:22][C:23](O)=[O:24].[CH3:43][O:44][CH2:45][CH2:46][NH2:47].CN(C(ON1N=NC2C=CC=CC1=2)=[N+](C)C)C.[B-](F)(F)(F)F.FC(F)(F)C(O)=O, predict the reaction product. The product is: [Cl:1][C:2]1[CH:3]=[C:4]2[C:9](=[CH:10][C:11]=1[C:12]([N:14]1[CH2:15][CH2:16][CH2:17][CH2:18]1)=[O:13])[N:8]=[CH:7][N:6]=[C:5]2[NH:19][CH:20]([C:26]1[NH:30][C:29]2[CH:38]=[CH:39][C:40]([Cl:42])=[CH:41][C:28]=2[N:27]=1)[CH2:21][CH2:22][C:23]([NH:47][CH2:46][CH2:45][O:44][CH3:43])=[O:24]. (2) Given the reactants C(OC(=O)[NH:7][C:8]1([C:12]2[CH:17]=[CH:16][C:15]([C:18]3[C:19]([C:35]4[CH:40]=[CH:39][CH:38]=[CH:37][CH:36]=4)=[CH:20][C:21]4[N:22]([C:24]([C:28]5[CH:33]=[CH:32][C:31]([F:34])=[CH:30][CH:29]=5)=[C:25]([Cl:27])[N:26]=4)[N:23]=3)=[CH:14][CH:13]=2)[CH2:11][CH2:10][CH2:9]1)(C)(C)C, predict the reaction product. The product is: [Cl:27][C:25]1[N:26]=[C:21]2[CH:20]=[C:19]([C:35]3[CH:40]=[CH:39][CH:38]=[CH:37][CH:36]=3)[C:18]([C:15]3[CH:14]=[CH:13][C:12]([C:8]4([NH2:7])[CH2:11][CH2:10][CH2:9]4)=[CH:17][CH:16]=3)=[N:23][N:22]2[C:24]=1[C:28]1[CH:29]=[CH:30][C:31]([F:34])=[CH:32][CH:33]=1. (3) Given the reactants [NH2:1][C:2]1[S:3][C:4]2[CH:10]=[C:9]([S:11][S:12]([C:15]3[CH:20]=[CH:19][C:18]([CH3:21])=[CH:17][CH:16]=3)(=[O:14])=[O:13])[C:8]([C:22]([CH3:25])([CH3:24])[CH3:23])=[CH:7][C:5]=2[N:6]=1.[C:26](Cl)(=[O:28])[CH3:27].N1C=CC=CC=1, predict the reaction product. The product is: [C:26]([NH:1][C:2]1[S:3][C:4]2[CH:10]=[C:9]([S:11][S:12]([C:15]3[CH:20]=[CH:19][C:18]([CH3:21])=[CH:17][CH:16]=3)(=[O:14])=[O:13])[C:8]([C:22]([CH3:25])([CH3:24])[CH3:23])=[CH:7][C:5]=2[N:6]=1)(=[O:28])[CH3:27]. (4) Given the reactants [CH2:1]([O:3][C:4]([N:6]1[C:15]2[C:10](=[N:11][C:12]([O:16][CH3:17])=[CH:13][CH:14]=2)[C@@H:9]([NH:18][C:19]2[N:24]=[C:23]([CH2:25][C:26]3[CH:31]=[C:30]([C:32]([F:35])([F:34])[F:33])[CH:29]=[C:28]([C:36]([F:39])([F:38])[F:37])[CH:27]=3)[C:22]([CH2:40][OH:41])=[CH:21][N:20]=2)[CH2:8][C@H:7]1[CH2:42][CH3:43])=[O:5])[CH3:2], predict the reaction product. The product is: [CH2:1]([O:3][C:4]([N:6]1[C:15]2[C:10](=[N:11][C:12]([O:16][CH3:17])=[CH:13][CH:14]=2)[C@@H:9]([NH:18][C:19]2[N:24]=[C:23]([CH2:25][C:26]3[CH:31]=[C:30]([C:32]([F:35])([F:33])[F:34])[CH:29]=[C:28]([C:36]([F:37])([F:38])[F:39])[CH:27]=3)[C:22]([CH:40]=[O:41])=[CH:21][N:20]=2)[CH2:8][C@H:7]1[CH2:42][CH3:43])=[O:5])[CH3:2]. (5) Given the reactants [CH2:1]([O:3][CH2:4][C:5]1[N:6]([CH2:33][CH2:34][CH2:35][O:36][CH:37]([CH3:39])[CH3:38])[C:7]2[C:16]3[CH:15]=[CH:14][C:13](/[CH:17]=[CH:18]/[CH2:19][CH2:20][N:21]4[C:29](=[O:30])[C:28]5[C:23](=[CH:24][CH:25]=[CH:26][CH:27]=5)[C:22]4=[O:31])=[CH:12][C:11]=3[N:10]=[CH:9][C:8]=2[N:32]=1)[CH3:2], predict the reaction product. The product is: [CH2:1]([O:3][CH2:4][C:5]1[N:6]([CH2:33][CH2:34][CH2:35][O:36][CH:37]([CH3:38])[CH3:39])[C:7]2[C:16]3[CH:15]=[CH:14][C:13]([CH2:17][CH2:18][CH2:19][CH2:20][N:21]4[C:22](=[O:31])[C:23]5[C:28](=[CH:27][CH:26]=[CH:25][CH:24]=5)[C:29]4=[O:30])=[CH:12][C:11]=3[N:10]=[CH:9][C:8]=2[N:32]=1)[CH3:2]. (6) Given the reactants [C:1]([N:8]1[CH2:11][C:10](=[O:12])[CH2:9]1)([O:3][C:4]([CH3:7])([CH3:6])[CH3:5])=[O:2].[CH2:13]([Sn:17]([CH2:30][CH2:31][CH2:32][CH3:33])([CH2:26][CH2:27][CH2:28][CH3:29])[C:18]#[C:19][C:20]1[CH:25]=[CH:24][CH:23]=[CH:22][CH:21]=1)[CH2:14][CH2:15][CH3:16], predict the reaction product. The product is: [O:12]=[C:10]1[CH2:9][N:8]([C:1]([O:3][C:4]([CH3:7])([CH3:6])[CH3:5])=[O:2])[CH2:11][C:18]([Sn:17]([CH2:13][CH2:14][CH2:15][CH3:16])([CH2:26][CH2:27][CH2:28][CH3:29])[CH2:30][CH2:31][CH2:32][CH3:33])=[C:19]1[C:20]1[CH:21]=[CH:22][CH:23]=[CH:24][CH:25]=1.